This data is from Forward reaction prediction with 1.9M reactions from USPTO patents (1976-2016). The task is: Predict the product of the given reaction. Given the reactants [CH2:1]([O:3][C:4](=[O:19])[CH2:5][C:6]1[N:7]=[C:8]([NH:11][C:12]([O:14][C:15]([CH3:18])([CH3:17])[CH3:16])=[O:13])[S:9][CH:10]=1)[CH3:2].C1CCN2C(=NCCC2)CC1.[CH3:31][O:32][C:33]1[CH:40]=[CH:39][C:36]([CH2:37]Cl)=[CH:35][CH:34]=1, predict the reaction product. The product is: [CH2:1]([O:3][C:4](=[O:19])[CH2:5][C:6]1[N:7]=[C:8]([N:11]([C:12]([O:14][C:15]([CH3:18])([CH3:17])[CH3:16])=[O:13])[CH2:37][C:36]2[CH:39]=[CH:40][C:33]([O:32][CH3:31])=[CH:34][CH:35]=2)[S:9][CH:10]=1)[CH3:2].